Dataset: Catalyst prediction with 721,799 reactions and 888 catalyst types from USPTO. Task: Predict which catalyst facilitates the given reaction. (1) Reactant: [F:1][C:2]1([F:21])[CH2:4][CH:3]1[C:5]1[O:9][N:8]=[C:7]([C:10]2[CH:15]=[C:14]([N+:16]([O-])=O)[C:13]([CH3:19])=[CH:12][C:11]=2[CH3:20])[N:6]=1.O.O.[Sn](Cl)Cl.C(=O)(O)[O-].[Na+]. Product: [F:21][C:2]1([F:1])[CH2:4][CH:3]1[C:5]1[O:9][N:8]=[C:7]([C:10]2[C:11]([CH3:20])=[CH:12][C:13]([CH3:19])=[C:14]([CH:15]=2)[NH2:16])[N:6]=1. The catalyst class is: 8. (2) Reactant: C[Si]([N-][Si](C)(C)C)(C)C.[Li+].F[C:12]1[C:17]([C:18]2[N:23]=[C:22]([CH3:24])[N:21]=[C:20]([N:25]([CH2:35][C:36]3[CH:41]=[CH:40][C:39]([O:42][CH3:43])=[CH:38][CH:37]=3)[CH2:26][C:27]3[CH:32]=[CH:31][C:30]([O:33][CH3:34])=[CH:29][CH:28]=3)[CH:19]=2)=[CH:16][C:15]([C@H:44]([N:46]2[CH2:51][CH2:50][N:49]([S:52]([CH3:55])(=[O:54])=[O:53])[CH2:48][CH2:47]2)[CH3:45])=[CH:14][N:13]=1.[F:56][C:57]1[CH:58]=[C:59]([NH2:65])[CH:60]=[N:61][C:62]=1[O:63][CH3:64].[NH4+].[Cl-]. Product: [F:56][C:57]1[CH:58]=[C:59]([NH:65][C:12]2[C:17]([C:18]3[N:23]=[C:22]([CH3:24])[N:21]=[C:20]([N:25]([CH2:35][C:36]4[CH:41]=[CH:40][C:39]([O:42][CH3:43])=[CH:38][CH:37]=4)[CH2:26][C:27]4[CH:32]=[CH:31][C:30]([O:33][CH3:34])=[CH:29][CH:28]=4)[CH:19]=3)=[CH:16][C:15]([C@H:44]([N:46]3[CH2:47][CH2:48][N:49]([S:52]([CH3:55])(=[O:53])=[O:54])[CH2:50][CH2:51]3)[CH3:45])=[CH:14][N:13]=2)[CH:60]=[N:61][C:62]=1[O:63][CH3:64]. The catalyst class is: 1. (3) Reactant: [CH:1]#[C:2][CH2:3][CH2:4][CH2:5][CH2:6][CH2:7][CH3:8].[I:9]I. Product: [I:9]/[CH:1]=[CH:2]/[CH2:3][CH2:4][CH2:5][CH2:6][CH2:7][CH3:8]. The catalyst class is: 1. (4) Reactant: [CH2:1](N(CC)CC)C.[C:16](O[C:16]([O:18][C:19]([CH3:22])([CH3:21])[CH3:20])=[O:17])([O:18][C:19]([CH3:22])([CH3:21])[CH3:20])=[O:17].Cl.[NH2:24][C:25]1([C:31]([O:33][CH3:34])=[O:32])[CH2:30][CH2:29][O:28][CH2:27][CH2:26]1.Cl. Product: [C:19]([O:18][C:16]([NH:24][C:25]1([C:31]([O:33][CH2:34][CH3:1])=[O:32])[CH2:26][CH2:27][O:28][CH2:29][CH2:30]1)=[O:17])([CH3:20])([CH3:21])[CH3:22]. The catalyst class is: 12. (5) Reactant: FC(F)(F)C(O)=O.C(OC([N:15]1[CH2:19][CH2:18][CH:17]([C:20]2[CH:25]=[CH:24][C:23]([S:26]([C:29]3[CH:34]=[CH:33][C:32]([O:35]CC4C=CC(OC)=CC=4)=[C:31]([Cl:45])[CH:30]=3)(=[O:28])=[O:27])=[CH:22][C:21]=2[CH3:46])[CH2:16]1)=O)(C)(C)C. Product: [Cl:45][C:31]1[CH:30]=[C:29]([S:26]([C:23]2[CH:24]=[CH:25][C:20]([CH:17]3[CH2:18][CH2:19][NH:15][CH2:16]3)=[C:21]([CH3:46])[CH:22]=2)(=[O:28])=[O:27])[CH:34]=[CH:33][C:32]=1[OH:35]. The catalyst class is: 2. (6) Reactant: [F:1][C:2]([F:24])([F:23])[C:3]1[N:4]=[CH:5][C:6]([NH:9][C@H:10]2[CH2:14][CH2:13][CH2:12][C@@H:11]2[NH:15][C:16](=[O:22])[O:17][C:18]([CH3:21])([CH3:20])[CH3:19])=[N:7][CH:8]=1.[Br:25]N1C(=O)CCC1=O. Product: [Br:25][C:5]1[C:6]([NH:9][C@H:10]2[CH2:14][CH2:13][CH2:12][C@@H:11]2[NH:15][C:16](=[O:22])[O:17][C:18]([CH3:20])([CH3:21])[CH3:19])=[N:7][CH:8]=[C:3]([C:2]([F:1])([F:23])[F:24])[N:4]=1. The catalyst class is: 643.